This data is from Experimentally validated miRNA-target interactions with 360,000+ pairs, plus equal number of negative samples. The task is: Binary Classification. Given a miRNA mature sequence and a target amino acid sequence, predict their likelihood of interaction. (1) The miRNA is hsa-miR-8075 with sequence UGCUGAUGGCAGAUGUCGGGUCUG. The protein sequence of the target gene is MDKQNSQMNASHPETNLPVGYPPQYPPTAFQGPPGYSGYPGPQVSYPPPPAGHSGPGPAGFPVPNQPVYNQPVYNQPVGAAGVPWMPAPQPPLNCPPGLEYLSQIDQILIHQQIELLEVLTGFETNNKYEIKNSFGQRVYFAAEDTDCCTRNCCGPSRPFTLRIIDNMGQEVITLERPLRCSSCCCPCCLQEIEIQAPPGVPIGYVIQTWHPCLPKFTIQNEKREDVLKISGPCVVCSCCGDVDFEIKSLDEQCVVGKISKHWTGILREAFTDADNFGIQFPLDLDVKMKAVMIGACFLI.... Result: 0 (no interaction). (2) The miRNA is hsa-miR-3155b with sequence CCAGGCUCUGCAGUGGGA. The protein sequence of the target gene is MAALPGAVPRMMRPGPGQNYPRTGFPLEVSTPLGQGRVNQLGGVFINGRPLPNHIRHKIVEMAHHGIRPCVISRQLRVSHGCVSKILCRYQETGSIRPGAIGGSKPRQVATPDVEKKIEEYKRENPGMFSWEIRDRLLKDGHCDRSTVPSVSSISRVLRIKFGKKEDDEEGDKKEEDGEKKAKHSIDGILGDKGNRLDEGSDVESEPDLPLKRKQRRSRTTFTAEQLEELEKAFERTHYPDIYTREELAQRTKLTEARVQVWFSNRRARWRKQAGANQLAAFNHLLPGGFPPTGMPTLPP.... Result: 0 (no interaction). (3) The miRNA is hsa-miR-4324 with sequence CCCUGAGACCCUAACCUUAA. The protein sequence of the target gene is MEEERGSALAAESALEKNVAELTVMDVYDIASLVGHEFERVIDQHGCEAIARLMPKVVRVLEILEVLVSRHHVAPELDELRLELDRLRLERMDRIEKERKHQKELELVEDVWRGEAQDLLSQIAQLQEENKQLMTNLSHKDVNFSEEEFQKHEGMSERERQVMKKLKEVVDKQRDEIRAKDRELGLKNEDVEALQQQQTRLMKINHDLRHRVTVVEAQGKALIEQKVELEADLQTKEQEMGSLRAELGKLRERLQGEHSQNGEEEPETEPVGEESISDAEKVAMDLKDPNRPRFTLQELR.... Result: 1 (interaction).